Dataset: Full USPTO retrosynthesis dataset with 1.9M reactions from patents (1976-2016). Task: Predict the reactants needed to synthesize the given product. (1) Given the product [Cl:53][C:54]1[CH:59]=[CH:58][C:57]([C:60]2[C:66]3[CH:67]=[C:68]([O:71][CH3:72])[CH:69]=[CH:70][C:65]=3[N:64]3[C:73]([CH3:76])=[N:74][N:75]=[C:63]3[C@H:62]([CH2:77][C:78]([NH:1][CH2:2][C:3]3[CH:8]=[CH:7][CH:6]=[C:5]([CH:9]4[CH2:10][CH2:11][N:12]([C:15](=[O:41])[CH2:16][C@@H:17]5[N:23]=[C:22]([C:24]6[CH:29]=[CH:28][C:27]([Cl:30])=[CH:26][CH:25]=6)[C:21]6[CH:31]=[C:32]([O:35][CH3:36])[CH:33]=[CH:34][C:20]=6[N:19]6[C:37]([CH3:40])=[N:38][N:39]=[C:18]56)[CH2:13][CH2:14]4)[CH:4]=3)=[O:79])[N:61]=2)=[CH:56][CH:55]=1, predict the reactants needed to synthesize it. The reactants are: [NH2:1][CH2:2][C:3]1[CH:4]=[C:5]([CH:9]2[CH2:14][CH2:13][N:12]([C:15](=[O:41])[CH2:16][C@@H:17]3[N:23]=[C:22]([C:24]4[CH:29]=[CH:28][C:27]([Cl:30])=[CH:26][CH:25]=4)[C:21]4[CH:31]=[C:32]([O:35][CH3:36])[CH:33]=[CH:34][C:20]=4[N:19]4[C:37]([CH3:40])=[N:38][N:39]=[C:18]34)[CH2:11][CH2:10]2)[CH:6]=[CH:7][CH:8]=1.CCN=C=NCCCN(C)C.[Cl:53][C:54]1[CH:59]=[CH:58][C:57]([C:60]2[C:66]3[CH:67]=[C:68]([O:71][CH3:72])[CH:69]=[CH:70][C:65]=3[N:64]3[C:73]([CH3:76])=[N:74][N:75]=[C:63]3[C@H:62]([CH2:77][C:78](O)=[O:79])[N:61]=2)=[CH:56][CH:55]=1.C1C=CC2N(O)N=NC=2C=1. (2) Given the product [NH2:1][C:2]1[CH:20]=[CH:19][C:5]([O:6][C:7]2[CH:12]=[CH:11][N:10]=[C:9]([NH:13][CH2:14][CH2:15][CH2:16][CH3:17])[CH:8]=2)=[CH:4][CH:3]=1, predict the reactants needed to synthesize it. The reactants are: [NH2:1][C:2]1[CH:20]=[CH:19][C:5]([O:6][C:7]2[CH:12]=[CH:11][N:10]=[C:9]([NH:13][C:14](=O)[CH2:15][CH2:16][CH3:17])[CH:8]=2)=[CH:4][CH:3]=1.[H-].[Li+].[Al+3].[H-].[H-].[H-].O. (3) Given the product [Cl:28][C:26]1[CH:25]=[CH:24][C:23]([F:29])=[C:22]([C:14]2[N:13]=[C:12]([NH:11][C:10]3[C:5]([C:4]([OH:30])=[O:3])=[CH:6][N:7]=[CH:8][CH:9]=3)[C:17]3[CH:18]([CH3:21])[CH2:19][CH2:20][C:16]=3[N:15]=2)[CH:27]=1, predict the reactants needed to synthesize it. The reactants are: C([O:3][C:4](=[O:30])[C:5]1[C:10]([NH:11][C:12]2[C:17]3[CH:18]([CH3:21])[CH2:19][CH2:20][C:16]=3[N:15]=[C:14]([C:22]3[CH:27]=[C:26]([Cl:28])[CH:25]=[CH:24][C:23]=3[F:29])[N:13]=2)=[CH:9][CH:8]=[N:7][CH:6]=1)C.[OH-].[Na+]. (4) Given the product [CH2:1]([O:3][C:4](=[O:32])[CH:5]([C:10]1[CH:11]=[C:12]([C:22]2[CH:23]=[CH:24][C:25]([C:28]([F:29])([F:30])[F:31])=[CH:26][CH:27]=2)[CH:13]=[C:14]([CH:16]2[CH2:21][CH2:20][CH2:19][N:18]([CH2:34][C:35]3[CH:36]=[C:37]([C:45]([F:47])([F:48])[F:46])[CH:38]=[C:39]([C:41]([F:42])([F:43])[F:44])[CH:40]=3)[CH2:17]2)[CH:15]=1)[CH2:6][CH:7]([CH3:9])[CH3:8])[CH3:2], predict the reactants needed to synthesize it. The reactants are: [CH2:1]([O:3][C:4](=[O:32])[CH:5]([C:10]1[CH:11]=[C:12]([C:22]2[CH:27]=[CH:26][C:25]([C:28]([F:31])([F:30])[F:29])=[CH:24][CH:23]=2)[CH:13]=[C:14]([CH:16]2[CH2:21][CH2:20][CH2:19][NH:18][CH2:17]2)[CH:15]=1)[CH2:6][CH:7]([CH3:9])[CH3:8])[CH3:2].Br[CH2:34][C:35]1[CH:40]=[C:39]([C:41]([F:44])([F:43])[F:42])[CH:38]=[C:37]([C:45]([F:48])([F:47])[F:46])[CH:36]=1.C(N(C(C)C)CC)(C)C. (5) Given the product [CH3:8][O:7][C:5](=[O:6])[CH2:4][CH2:3][CH2:2][CH2:9][I:11], predict the reactants needed to synthesize it. The reactants are: Br[CH:2]([CH3:9])[CH2:3][CH2:4][C:5]([O:7][CH3:8])=[O:6].[Na+].[I-:11].